Dataset: Forward reaction prediction with 1.9M reactions from USPTO patents (1976-2016). Task: Predict the product of the given reaction. (1) Given the reactants [CH3:1][O:2][C:3]1[CH:12]=[CH:11][C:6]([C:7](=[O:10])[CH2:8]Br)=[CH:5][CH:4]=1.[C:13]1(=[O:23])[NH:17][C:16](=[O:18])[C:15]2=[CH:19][CH:20]=[CH:21][CH:22]=[C:14]12.[K], predict the reaction product. The product is: [CH3:1][O:2][C:3]1[CH:12]=[CH:11][C:6]([C:7](=[O:10])[CH2:8][N:17]2[C:13](=[O:23])[C:14]3[C:15](=[CH:19][CH:20]=[CH:21][CH:22]=3)[C:16]2=[O:18])=[CH:5][CH:4]=1. (2) Given the reactants [F:1][C:2]1[CH:10]=[C:9]2[C:5]([C:6]([CH2:11][O:12][CH3:13])=[CH:7][NH:8]2)=[CH:4][CH:3]=1.[H-].[Na+].[CH3:16][O:17][C:18]1[CH:23]=[CH:22][C:21]([S:24](Cl)(=[O:26])=[O:25])=[CH:20][C:19]=1[N:28]1[CH2:33][CH2:32][N:31]([C:34](=[O:39])[C:35]([F:38])([F:37])[F:36])[CH2:30][CH2:29]1, predict the reaction product. The product is: [F:38][C:35]([F:36])([F:37])[C:34]([N:31]1[CH2:32][CH2:33][N:28]([C:19]2[CH:20]=[C:21]([S:24]([N:8]3[C:9]4[C:5](=[CH:4][CH:3]=[C:2]([F:1])[CH:10]=4)[C:6]([CH2:11][O:12][CH3:13])=[CH:7]3)(=[O:25])=[O:26])[CH:22]=[CH:23][C:18]=2[O:17][CH3:16])[CH2:29][CH2:30]1)=[O:39]. (3) Given the reactants [F:1][C:2]1[CH:9]=[CH:8][C:5]([CH:6]=O)=[CH:4][CH:3]=1.[C:10]([CH2:15][CH:16]=P(C1C=CC=CC=1)(C1C=CC=CC=1)C1C=CC=CC=1)([O:12][CH2:13][CH3:14])=[O:11], predict the reaction product. The product is: [F:1][C:2]1[CH:9]=[CH:8][C:5](/[CH:6]=[C:15](\[CH3:16])/[C:10]([O:12][CH2:13][CH3:14])=[O:11])=[CH:4][CH:3]=1.